Dataset: NCI-60 drug combinations with 297,098 pairs across 59 cell lines. Task: Regression. Given two drug SMILES strings and cell line genomic features, predict the synergy score measuring deviation from expected non-interaction effect. Drug 1: CC(CN1CC(=O)NC(=O)C1)N2CC(=O)NC(=O)C2. Drug 2: C1C(C(OC1N2C=C(C(=O)NC2=O)F)CO)O. Cell line: NCIH23. Synergy scores: CSS=34.0, Synergy_ZIP=-1.50, Synergy_Bliss=-1.20, Synergy_Loewe=-7.69, Synergy_HSA=2.62.